Dataset: Reaction yield outcomes from USPTO patents with 853,638 reactions. Task: Predict the reaction yield, written as a fraction of the theoretical maximum amount of product (1.0 means a 100% yield; for example, 0.34 means a 34% yield). The reactants are [CH3:1][O:2][CH:3]([O:12][CH3:13])[C:4]1[CH:5]=[C:6]([Cl:11])[C:7](I)=[N:8][CH:9]=1.C([Mg]Cl)(C)C.[CH:19](=[O:21])[CH3:20]. The catalyst is C1COCC1. The product is [CH3:1][O:2][CH:3]([O:12][CH3:13])[C:4]1[CH:5]=[C:6]([Cl:11])[C:7]([CH:19]([OH:21])[CH3:20])=[N:8][CH:9]=1. The yield is 0.380.